Regression. Given a peptide amino acid sequence and an MHC pseudo amino acid sequence, predict their binding affinity value. This is MHC class I binding data. From a dataset of Peptide-MHC class I binding affinity with 185,985 pairs from IEDB/IMGT. (1) The peptide sequence is ASTNRQSGR. The MHC is HLA-A68:02 with pseudo-sequence HLA-A68:02. The binding affinity (normalized) is 0. (2) The peptide sequence is ETMETLLLL. The MHC is HLA-A01:01 with pseudo-sequence HLA-A01:01. The binding affinity (normalized) is 0.136.